Dataset: NCI-60 drug combinations with 297,098 pairs across 59 cell lines. Task: Regression. Given two drug SMILES strings and cell line genomic features, predict the synergy score measuring deviation from expected non-interaction effect. (1) Drug 1: CS(=O)(=O)OCCCCOS(=O)(=O)C. Drug 2: CC1C(C(CC(O1)OC2CC(CC3=C2C(=C4C(=C3O)C(=O)C5=CC=CC=C5C4=O)O)(C(=O)C)O)N)O. Cell line: MCF7. Synergy scores: CSS=32.3, Synergy_ZIP=0.899, Synergy_Bliss=-0.234, Synergy_Loewe=-24.9, Synergy_HSA=0.566. (2) Drug 1: CC1=C(C(=CC=C1)Cl)NC(=O)C2=CN=C(S2)NC3=CC(=NC(=N3)C)N4CCN(CC4)CCO. Drug 2: CCCCC(=O)OCC(=O)C1(CC(C2=C(C1)C(=C3C(=C2O)C(=O)C4=C(C3=O)C=CC=C4OC)O)OC5CC(C(C(O5)C)O)NC(=O)C(F)(F)F)O. Cell line: NCI-H226. Synergy scores: CSS=9.93, Synergy_ZIP=5.58, Synergy_Bliss=7.20, Synergy_Loewe=0.344, Synergy_HSA=0.117. (3) Drug 1: CC1=C2C(C(=O)C3(C(CC4C(C3C(C(C2(C)C)(CC1OC(=O)C(C(C5=CC=CC=C5)NC(=O)OC(C)(C)C)O)O)OC(=O)C6=CC=CC=C6)(CO4)OC(=O)C)O)C)O. Drug 2: C1=NC(=NC(=O)N1C2C(C(C(O2)CO)O)O)N. Cell line: NCI/ADR-RES. Synergy scores: CSS=8.47, Synergy_ZIP=0.575, Synergy_Bliss=5.33, Synergy_Loewe=2.54, Synergy_HSA=3.11. (4) Drug 1: CC12CCC(CC1=CCC3C2CCC4(C3CC=C4C5=CN=CC=C5)C)O. Drug 2: CC(C)NC(=O)C1=CC=C(C=C1)CNNC.Cl. Cell line: MDA-MB-231. Synergy scores: CSS=-0.790, Synergy_ZIP=-1.05, Synergy_Bliss=-3.56, Synergy_Loewe=-6.52, Synergy_HSA=-5.37. (5) Drug 1: C1CC(=O)NC(=O)C1N2CC3=C(C2=O)C=CC=C3N. Cell line: SW-620. Drug 2: C1=NNC2=C1C(=O)NC=N2. Synergy scores: CSS=3.59, Synergy_ZIP=0.739, Synergy_Bliss=1.78, Synergy_Loewe=2.44, Synergy_HSA=-0.169.